Task: Predict the product of the given reaction.. Dataset: Forward reaction prediction with 1.9M reactions from USPTO patents (1976-2016) Given the reactants [Cl:1][C:2]1[CH:7]=[C:6](Cl)[N:5]=[N:4][C:3]=1[O:9][C:10]1[CH:15]=[CH:14][CH:13]=[CH:12][C:11]=1[CH3:16].C(O)(=[O:19])C.C([O-])(=O)C.[K+], predict the reaction product. The product is: [Cl:1][C:2]1[CH:7]=[C:6]([OH:19])[N:5]=[N:4][C:3]=1[O:9][C:10]1[CH:15]=[CH:14][CH:13]=[CH:12][C:11]=1[CH3:16].